Dataset: Catalyst prediction with 721,799 reactions and 888 catalyst types from USPTO. Task: Predict which catalyst facilitates the given reaction. (1) Reactant: [OH:1][C@@H:2]1[CH2:7][CH2:6][C@H:5]([N:8]2[CH2:12][CH2:11][C@H:10]([NH:13][C:14](=[O:23])[O:15][CH2:16][C:17]3[CH:22]=[CH:21][CH:20]=[CH:19][CH:18]=3)[C:9]2=[O:24])[C@H:4]([CH:25]([CH3:27])[CH3:26])[CH2:3]1.CC(OI1(OC(C)=O)(OC(C)=O)OC(=O)C2C=CC=CC1=2)=O. Product: [CH:25]([C@@H:4]1[CH2:3][C:2](=[O:1])[CH2:7][CH2:6][C@@H:5]1[N:8]1[CH2:12][CH2:11][C@H:10]([NH:13][C:14](=[O:23])[O:15][CH2:16][C:17]2[CH:22]=[CH:21][CH:20]=[CH:19][CH:18]=2)[C:9]1=[O:24])([CH3:27])[CH3:26]. The catalyst class is: 2. (2) Reactant: [F:1][C:2]1[CH:7]=[C:6]([F:8])[CH:5]=[CH:4][C:3]=1[N:9]1[C:17](=[O:18])[C:16]2[C@@H:15]3[C:19]([CH3:21])([CH3:20])[C@@:12]([CH3:22])([CH2:13][CH2:14]3)[C:11]=2[NH:10]1.I[CH2:24][C:25]([O:27][CH2:28][CH3:29])=[O:26]. Product: [CH2:28]([O:27][C:25](=[O:26])[CH2:24][N:10]1[C:11]2[C@@:12]3([CH3:22])[C:19]([CH3:21])([CH3:20])[C@H:15]([CH2:14][CH2:13]3)[C:16]=2[C:17](=[O:18])[N:9]1[C:3]1[CH:4]=[CH:5][C:6]([F:8])=[CH:7][C:2]=1[F:1])[CH3:29]. The catalyst class is: 9. (3) Reactant: O[Li].O.[CH2:4]([C:6]1[CH:11]=[C:10]([C:12]2[S:16][C:15]([C:17]([O:19]C)=[O:18])=[CH:14][CH:13]=2)[CH:9]=[CH:8][N:7]=1)[CH3:5]. Product: [CH2:4]([C:6]1[CH:11]=[C:10]([C:12]2[S:16][C:15]([C:17]([OH:19])=[O:18])=[CH:14][CH:13]=2)[CH:9]=[CH:8][N:7]=1)[CH3:5]. The catalyst class is: 20. (4) Reactant: [OH:1][C:2]1[CH:3]=[C:4]([CH:9]=[C:10]([OH:12])[CH:11]=1)[C:5]([O:7][CH3:8])=[O:6].C([O-])([O-])=O.[K+].[K+].I[CH:20]([CH3:22])[CH3:21]. Product: [CH3:8][O:7][C:5](=[O:6])[C:4]1[CH:3]=[C:2]([O:1][CH:20]([CH3:22])[CH3:21])[CH:11]=[C:10]([OH:12])[CH:9]=1. The catalyst class is: 21. (5) Reactant: [CH2:1]([CH:3]([C:6]1[C:7]2[N:8]([C:13]([C:17]3[C:18]4[CH:26]=[CH:25][CH:24]=[C:23]([C:27]([CH3:29])=[CH2:28])[C:19]=4[S:20][C:21]=3[CH3:22])=[C:14]([CH3:16])[N:15]=2)[N:9]=[C:10]([CH3:12])[CH:11]=1)[CH2:4][CH3:5])[CH3:2].S(C)C.[OH-:33].[Na+].OO. Product: [CH2:1]([CH:3]([C:6]1[C:7]2[N:8]([C:13]([C:17]3[C:18]4[CH:26]=[CH:25][CH:24]=[C:23]([CH:27]([CH3:29])[CH2:28][OH:33])[C:19]=4[S:20][C:21]=3[CH3:22])=[C:14]([CH3:16])[N:15]=2)[N:9]=[C:10]([CH3:12])[CH:11]=1)[CH2:4][CH3:5])[CH3:2]. The catalyst class is: 278. (6) Reactant: [N+:1]([C:4]1[CH:12]=[C:8]([C:9]([OH:11])=O)[C:7]([NH2:13])=[CH:6][CH:5]=1)([O-:3])=[O:2].[CH3:14][N:15]=[C:16]=[S:17].C(N(CC)CC)C. Product: [CH3:14][N:15]1[C:9](=[O:11])[C:8]2[C:7](=[CH:6][CH:5]=[C:4]([N+:1]([O-:3])=[O:2])[CH:12]=2)[NH:13][C:16]1=[S:17]. The catalyst class is: 8.